Dataset: Blood-brain barrier permeability classification from the B3DB database. Task: Regression/Classification. Given a drug SMILES string, predict its absorption, distribution, metabolism, or excretion properties. Task type varies by dataset: regression for continuous measurements (e.g., permeability, clearance, half-life) or binary classification for categorical outcomes (e.g., BBB penetration, CYP inhibition). Dataset: b3db_classification. The result is 1 (penetrates BBB). The compound is CN(C)CCOC1=Cc2ccccc2Sc2ccc(Cl)cc21.